Dataset: TCR-epitope binding with 47,182 pairs between 192 epitopes and 23,139 TCRs. Task: Binary Classification. Given a T-cell receptor sequence (or CDR3 region) and an epitope sequence, predict whether binding occurs between them. (1) The epitope is ILGLPTQTV. The TCR CDR3 sequence is CASSQDRGVEAFF. Result: 1 (the TCR binds to the epitope). (2) The epitope is GVAMPNLYK. The TCR CDR3 sequence is CASSYYRDRDYEQYF. Result: 1 (the TCR binds to the epitope).